This data is from NCI-60 drug combinations with 297,098 pairs across 59 cell lines. The task is: Regression. Given two drug SMILES strings and cell line genomic features, predict the synergy score measuring deviation from expected non-interaction effect. (1) Drug 1: CC1=CC2C(CCC3(C2CCC3(C(=O)C)OC(=O)C)C)C4(C1=CC(=O)CC4)C. Drug 2: CC1=CC=C(C=C1)C2=CC(=NN2C3=CC=C(C=C3)S(=O)(=O)N)C(F)(F)F. Cell line: OVCAR-4. Synergy scores: CSS=7.49, Synergy_ZIP=-2.16, Synergy_Bliss=1.31, Synergy_Loewe=-0.543, Synergy_HSA=1.20. (2) Drug 1: CC(C1=C(C=CC(=C1Cl)F)Cl)OC2=C(N=CC(=C2)C3=CN(N=C3)C4CCNCC4)N. Drug 2: C1C(C(OC1N2C=C(C(=O)NC2=O)F)CO)O. Cell line: COLO 205. Synergy scores: CSS=39.6, Synergy_ZIP=-4.49, Synergy_Bliss=-6.46, Synergy_Loewe=-9.14, Synergy_HSA=-5.02. (3) Drug 1: CC(C)NC(=O)C1=CC=C(C=C1)CNNC.Cl. Drug 2: CC1C(C(CC(O1)OC2CC(CC3=C2C(=C4C(=C3O)C(=O)C5=C(C4=O)C(=CC=C5)OC)O)(C(=O)CO)O)N)O.Cl. Cell line: NCIH23. Synergy scores: CSS=43.2, Synergy_ZIP=0.119, Synergy_Bliss=0.609, Synergy_Loewe=-14.3, Synergy_HSA=1.09. (4) Drug 1: C(=O)(N)NO. Drug 2: CC1=C(C(=O)C2=C(C1=O)N3CC4C(C3(C2COC(=O)N)OC)N4)N. Cell line: SN12C. Synergy scores: CSS=40.2, Synergy_ZIP=-0.570, Synergy_Bliss=-2.78, Synergy_Loewe=-43.6, Synergy_HSA=-2.01. (5) Drug 1: C1=CC=C(C(=C1)C(C2=CC=C(C=C2)Cl)C(Cl)Cl)Cl. Drug 2: CC12CCC3C(C1CCC2O)C(CC4=C3C=CC(=C4)O)CCCCCCCCCS(=O)CCCC(C(F)(F)F)(F)F. Cell line: SK-OV-3. Synergy scores: CSS=4.57, Synergy_ZIP=-2.11, Synergy_Bliss=-1.02, Synergy_Loewe=-1.47, Synergy_HSA=-0.606. (6) Drug 1: C1CC(C1)(C(=O)O)C(=O)O.[NH2-].[NH2-].[Pt+2]. Drug 2: CCN(CC)CCCC(C)NC1=C2C=C(C=CC2=NC3=C1C=CC(=C3)Cl)OC. Cell line: HT29. Synergy scores: CSS=42.1, Synergy_ZIP=3.82, Synergy_Bliss=6.89, Synergy_Loewe=-31.5, Synergy_HSA=5.34. (7) Cell line: SK-MEL-5. Drug 1: CS(=O)(=O)CCNCC1=CC=C(O1)C2=CC3=C(C=C2)N=CN=C3NC4=CC(=C(C=C4)OCC5=CC(=CC=C5)F)Cl. Synergy scores: CSS=37.4, Synergy_ZIP=-5.45, Synergy_Bliss=3.15, Synergy_Loewe=-3.87, Synergy_HSA=5.55. Drug 2: C1CCC(C(C1)N)N.C(=O)(C(=O)[O-])[O-].[Pt+4].